From a dataset of Catalyst prediction with 721,799 reactions and 888 catalyst types from USPTO. Predict which catalyst facilitates the given reaction. (1) Reactant: [Cl:1][C:2]1[C:3](Cl)=[C:4]2[N:10]=[C:9]([C:11]3[CH:16]=[CH:15][C:14]([O:17][CH2:18][CH2:19][N:20]4[CH2:25][CH2:24][O:23][CH2:22][CH2:21]4)=[CH:13][CH:12]=3)[NH:8][C:5]2=[N:6][CH:7]=1.[NH:27]1[CH2:31][CH2:30][CH2:29][CH2:28]1. Product: [Cl:1][C:2]1[C:3]([N:27]2[CH2:31][CH2:30][CH2:29][CH2:28]2)=[C:4]2[N:10]=[C:9]([C:11]3[CH:12]=[CH:13][C:14]([O:17][CH2:18][CH2:19][N:20]4[CH2:21][CH2:22][O:23][CH2:24][CH2:25]4)=[CH:15][CH:16]=3)[NH:8][C:5]2=[N:6][CH:7]=1. The catalyst class is: 3. (2) Reactant: [NH2:1][C:2]1[C:7]([NH2:8])=[C:6]([C:9]2[CH:14]=[CH:13][C:12]([C:15]3([NH:18][C:19](=[O:25])[O:20][C:21]([CH3:24])([CH3:23])[CH3:22])[CH2:17][CH2:16]3)=[C:11]([F:26])[CH:10]=2)[CH:5]=[CH:4][N:3]=1.[CH3:27][N:28]1[CH:32]=[C:31]([CH:33]=O)[CH:30]=[N:29]1. Product: [F:26][C:11]1[CH:10]=[C:9]([C:6]2[CH:5]=[CH:4][N:3]=[C:2]3[NH:1][C:33]([C:31]4[CH:30]=[N:29][N:28]([CH3:27])[CH:32]=4)=[N:8][C:7]=23)[CH:14]=[CH:13][C:12]=1[C:15]1([NH:18][C:19](=[O:25])[O:20][C:21]([CH3:22])([CH3:23])[CH3:24])[CH2:16][CH2:17]1. The catalyst class is: 9. (3) Reactant: [C:1]([O:5][C:6]([N:8]1[C:16]2[C:11](=[C:12]([CH3:17])[CH:13]=[CH:14][CH:15]=2)[CH:10]=[C:9]1B(O)O)=[O:7])([CH3:4])([CH3:3])[CH3:2].Br[C:22]1[CH:23]=[CH:24][C:25]([Cl:38])=[C:26]([S:28]([NH:31][CH:32]2[CH2:37][CH2:36][CH2:35][CH2:34][CH2:33]2)(=[O:30])=[O:29])[CH:27]=1.[F-].[Cs+]. Product: [C:1]([O:5][C:6]([N:8]1[C:16]2[C:11](=[C:12]([CH3:17])[CH:13]=[CH:14][CH:15]=2)[CH:10]=[C:9]1[C:22]1[CH:23]=[CH:24][C:25]([Cl:38])=[C:26]([S:28](=[O:29])(=[O:30])[NH:31][CH:32]2[CH2:37][CH2:36][CH2:35][CH2:34][CH2:33]2)[CH:27]=1)=[O:7])([CH3:4])([CH3:3])[CH3:2]. The catalyst class is: 117.